This data is from Reaction yield outcomes from USPTO patents with 853,638 reactions. The task is: Predict the reaction yield, written as a fraction of the theoretical maximum amount of product (1.0 means a 100% yield; for example, 0.34 means a 34% yield). (1) The reactants are [CH:1]([O:4][C:5]1[CH:9]=[C:8]([CH2:10][CH2:11][C:12]([O:14][CH2:15][CH3:16])=[O:13])[NH:7][N:6]=1)([CH3:3])[CH3:2].[H-].[Na+].[Cl:19][C:20]1[CH:27]=[C:26]([C:28]([F:31])([F:30])[F:29])[CH:25]=[CH:24][C:21]=1[CH2:22]Br.Cl. The catalyst is CN(C)C=O. The product is [Cl:19][C:20]1[CH:27]=[C:26]([C:28]([F:29])([F:30])[F:31])[CH:25]=[CH:24][C:21]=1[CH2:22][N:7]1[C:8]([CH2:10][CH2:11][C:12]([O:14][CH2:15][CH3:16])=[O:13])=[CH:9][C:5]([O:4][CH:1]([CH3:3])[CH3:2])=[N:6]1. The yield is 0.220. (2) The yield is 0.500. The reactants are [F:1][C:2]([F:7])([F:6])[C:3]([OH:5])=[O:4].[F:8][C:9]([F:14])([F:13])[C:10]([OH:12])=[O:11].[F:15][C:16]([F:21])([F:20])[C:17]([OH:19])=[O:18].FC(F)(F)C(O)=O.[Cl:29][C:30]1[CH:31]=[N:32][C:33]2[NH:34][C:35]3[CH:36]=[N:37][CH:38]=[C:39]([CH:60]=3)[CH2:40][CH2:41][C:42]3[CH:50]=[C:46]([NH:47][C:48]=1[N:49]=2)[CH:45]=[CH:44][C:43]=3[NH:51][CH2:52][CH2:53][CH:54]1[CH2:59][CH2:58][NH:57][CH2:56][CH2:55]1.[F:61][C:62]1[CH:67]=[CH:66][CH:65]=[CH:64][C:63]=1[S:68](Cl)(=[O:70])=[O:69]. No catalyst specified. The product is [F:1][C:2]([F:7])([F:6])[C:3]([OH:5])=[O:4].[F:8][C:9]([F:14])([F:13])[C:10]([OH:12])=[O:11].[F:15][C:16]([F:21])([F:20])[C:17]([OH:19])=[O:18].[Cl:29][C:30]1[CH:31]=[N:32][C:33]2[NH:34][C:35]3[CH:36]=[N:37][CH:38]=[C:39]([CH:60]=3)[CH2:40][CH2:41][C:42]3[CH:50]=[C:46]([NH:47][C:48]=1[N:49]=2)[CH:45]=[CH:44][C:43]=3[NH:51][CH2:52][CH2:53][CH:54]1[CH2:55][CH2:56][N:57]([S:68]([C:63]2[CH:64]=[CH:65][CH:66]=[CH:67][C:62]=2[F:61])(=[O:70])=[O:69])[CH2:58][CH2:59]1. (3) The reactants are [CH3:1][C:2]1[CH:39]=[CH:38][CH:37]=[CH:36][C:3]=1[C:4]([NH:6][C:7]1[CH:8]=[C:9]([CH:23]=[C:24]([NH:26][C:27](=[O:35])[C:28]2[CH:33]=[CH:32][CH:31]=[CH:30][C:29]=2[CH3:34])[CH:25]=1)[C:10]([NH:12][C:13]1[N:18]=[CH:17][C:16]([C:19]([O:21]C)=[O:20])=[CH:15][CH:14]=1)=[O:11])=[O:5].[OH-].[Li+]. The catalyst is O.C1COCC1. The product is [CH3:1][C:2]1[CH:39]=[CH:38][CH:37]=[CH:36][C:3]=1[C:4]([NH:6][C:7]1[CH:8]=[C:9]([CH:23]=[C:24]([NH:26][C:27](=[O:35])[C:28]2[CH:33]=[CH:32][CH:31]=[CH:30][C:29]=2[CH3:34])[CH:25]=1)[C:10]([NH:12][C:13]1[N:18]=[CH:17][C:16]([C:19]([OH:21])=[O:20])=[CH:15][CH:14]=1)=[O:11])=[O:5]. The yield is 0.165. (4) The product is [NH2:11][C:12]1[N:13]=[C:14]([N:23]2[CH2:24][CH2:25][N:26]([C:29](=[O:39])[CH2:30][O:31][C:32]3[CH:37]=[CH:36][C:35]([Cl:38])=[CH:34][CH:33]=3)[CH2:27][CH2:28]2)[C:15]2[N:21]=[C:20]([C:4]3[CH:5]=[CH:6][CH:7]=[C:2]([F:1])[CH:3]=3)[CH:19]=[CH:18][C:16]=2[N:17]=1. No catalyst specified. The reactants are [F:1][C:2]1[CH:3]=[C:4](B(O)O)[CH:5]=[CH:6][CH:7]=1.[NH2:11][C:12]1[N:13]=[C:14]([N:23]2[CH2:28][CH2:27][N:26]([C:29](=[O:39])[CH2:30][O:31][C:32]3[CH:37]=[CH:36][C:35]([Cl:38])=[CH:34][CH:33]=3)[CH2:25][CH2:24]2)[C:15]2[N:21]=[C:20](Cl)[CH:19]=[CH:18][C:16]=2[N:17]=1. The yield is 0.800. (5) The reactants are [CH3:1][O:2][C:3]1[C:17]([O:18][CH3:19])=[CH:16][CH:15]=[CH:14][C:4]=1[CH2:5][NH:6][CH2:7][CH2:8][CH2:9][CH2:10][CH2:11][CH2:12][CH3:13].[CH2:20]([O:22][C@H:23]([C:36]([O:38][CH2:39][CH3:40])=[O:37])[CH2:24][C:25]1[CH:35]=[CH:34][C:28]([O:29][CH2:30][C:31](O)=[O:32])=[CH:27][CH:26]=1)[CH3:21].C(N(CC)C(C)C)(C)C.F[B-](F)(F)F.N1(OC(N(C)C)=[N+](C)C)C2C=CC=CC=2N=N1. The catalyst is C(Cl)Cl. The product is [CH3:1][O:2][C:3]1[C:17]([O:18][CH3:19])=[CH:16][CH:15]=[CH:14][C:4]=1[CH2:5][N:6]([CH2:7][CH2:8][CH2:9][CH2:10][CH2:11][CH2:12][CH3:13])[C:31](=[O:32])[CH2:30][O:29][C:28]1[CH:27]=[CH:26][C:25]([CH2:24][C@H:23]([O:22][CH2:20][CH3:21])[C:36]([O:38][CH2:39][CH3:40])=[O:37])=[CH:35][CH:34]=1. The yield is 0.580. (6) The reactants are [Cl:1][C:2]1[C:3]2[CH2:14][CH2:13][C:12](=[CH:15][CH2:16][NH:17][C:18](=[O:20])[CH3:19])[C:4]=2[C:5]2[C:9]([CH:10]=1)=[N:8][N:7]([CH3:11])[CH:6]=2. The catalyst is O1CCCC1.[Pt]. The product is [Cl:1][C:2]1[C:3]2[CH2:14][CH2:13][CH:12]([CH2:15][CH2:16][NH:17][C:18](=[O:20])[CH3:19])[C:4]=2[C:5]2[C:9]([CH:10]=1)=[N:8][N:7]([CH3:11])[CH:6]=2. The yield is 0.290. (7) The reactants are [CH3:1][C:2]1([CH3:18])[C:6]([CH3:8])([CH3:7])[O:5][B:4]([C:9]2[CH:14]=[CH:13][C:12]([CH2:15][C:16]#[N:17])=[CH:11][CH:10]=2)[O:3]1.[CH2:19](Br)[CH3:20]. No catalyst specified. The product is [CH3:8][C:6]1([CH3:7])[C:2]([CH3:18])([CH3:1])[O:3][B:4]([C:9]2[CH:14]=[CH:13][C:12]([CH:15]([CH2:19][CH3:20])[C:16]#[N:17])=[CH:11][CH:10]=2)[O:5]1. The yield is 0.590. (8) The reactants are [NH2:1][C:2]1[CH:3]=[C:4]([CH2:11][N:12]2[CH2:17][CH2:16][N:15](C(OC(C)(C)C)=O)[CH:14]([CH3:25])[CH2:13]2)[C:5]2[O:9][CH:8]=[CH:7][C:6]=2[CH:10]=1.[F:26][C:27]([F:39])([F:38])[C:28]1[CH:33]=[CH:32][CH:31]=[CH:30][C:29]=1[S:34]([Cl:37])(=[O:36])=[O:35]. No catalyst specified. The product is [ClH:37].[ClH:37].[CH3:25][CH:14]1[NH:15][CH2:16][CH2:17][N:12]([CH2:11][C:4]2[C:5]3[O:9][CH:8]=[CH:7][C:6]=3[CH:10]=[C:2]([NH:1][S:34]([C:29]3[CH:30]=[CH:31][CH:32]=[CH:33][C:28]=3[C:27]([F:26])([F:38])[F:39])(=[O:36])=[O:35])[CH:3]=2)[CH2:13]1. The yield is 0.440. (9) The product is [N:1]1[C:2]2[N:6]([N:5]=[CH:4][CH:3]=2)[C:7](=[O:8])[NH:9][CH:10]=1. The reactants are [NH2:1][C:2]1[N:6]([C:7]([NH2:9])=[O:8])[N:5]=[CH:4][CH:3]=1.[CH:10]([O-])([O-])OCC. No catalyst specified. The yield is 0.766.